Dataset: Catalyst prediction with 721,799 reactions and 888 catalyst types from USPTO. Task: Predict which catalyst facilitates the given reaction. (1) Reactant: [Cl:1][C:2]1[CH:7]=[CH:6][C:5]([NH:8]C(=O)OC(C)(C)C)=[C:4]([CH:16]([C:18]2[CH:23]=[CH:22][CH:21]=[C:20]([O:24][CH2:25][CH3:26])[C:19]=2[O:27][CH2:28][CH3:29])[OH:17])[CH:3]=1.Cl.C(=O)(O)[O-].[Na+]. Product: [NH2:8][C:5]1[CH:6]=[CH:7][C:2]([Cl:1])=[CH:3][C:4]=1[CH:16]([C:18]1[CH:23]=[CH:22][CH:21]=[C:20]([O:24][CH2:25][CH3:26])[C:19]=1[O:27][CH2:28][CH3:29])[OH:17]. The catalyst class is: 12. (2) Reactant: [NH2:1][C:2]1[CH:3]=[CH:4][CH:5]=[C:6]2[C:10]=1[N:9]([CH2:11][C:12]1[CH:17]=[CH:16][C:15]([O:18][CH3:19])=[CH:14][CH:13]=1)[N:8]=[C:7]2[C:20]([C:25]1[CH:30]=[CH:29][C:28]([Cl:31])=[CH:27][CH:26]=1)([CH2:23][CH3:24])[C:21]#[N:22].CCN(CC)CC.[CH3:39][S:40](Cl)(=[O:42])=[O:41].CC(=O)OCC. Product: [Cl:31][C:28]1[CH:27]=[CH:26][C:25]([C:20]([C:7]2[C:6]3[C:10](=[C:2]([N:1]([S:40]([CH3:39])(=[O:42])=[O:41])[S:40]([CH3:39])(=[O:42])=[O:41])[CH:3]=[CH:4][CH:5]=3)[N:9]([CH2:11][C:12]3[CH:13]=[CH:14][C:15]([O:18][CH3:19])=[CH:16][CH:17]=3)[N:8]=2)([C:21]#[N:22])[CH2:23][CH3:24])=[CH:30][CH:29]=1. The catalyst class is: 2. (3) Reactant: Cl.[N:2]1[CH:7]=[CH:6][CH:5]=[CH:4][C:3]=1[CH2:8][C:9]([OH:11])=O.CN(C(ON1N=NC2C=CC=NC1=2)=[N+](C)C)C.F[P-](F)(F)(F)(F)F.C(N(C(C)C)C(C)C)C.[O:45]1[CH2:50][CH2:49][O:48][CH2:47][CH:46]1[C:51]1[C:59]2[S:58][C:57]([NH2:60])=[N:56][C:55]=2[C:54]([O:61][CH3:62])=[CH:53][CH:52]=1. Product: [O:45]1[CH2:50][CH2:49][O:48][CH2:47][CH:46]1[C:51]1[C:59]2[S:58][C:57]([NH:60][C:9](=[O:11])[CH2:8][C:3]3[CH:4]=[CH:5][CH:6]=[CH:7][N:2]=3)=[N:56][C:55]=2[C:54]([O:61][CH3:62])=[CH:53][CH:52]=1. The catalyst class is: 396. (4) Reactant: [F-:1].[K+].I([C:6]1[CH:7]=[C:8]([CH:23]=[CH:24][C:25]=1[N+:26]([O-:28])=[O:27])[C:9]([NH:11][CH2:12][C:13]([O:15][CH2:16][C:17]1[CH:22]=[CH:21][CH:20]=[CH:19][CH:18]=1)=[O:14])=[O:10])(=O)=O.C1OCCOCCOCCOCCOCCOC1.C(#N)C. Product: [F:1][C:6]1[CH:7]=[C:8]([CH:23]=[CH:24][C:25]=1[N+:26]([O-:28])=[O:27])[C:9]([NH:11][CH2:12][C:13]([O:15][CH2:16][C:17]1[CH:22]=[CH:21][CH:20]=[CH:19][CH:18]=1)=[O:14])=[O:10]. The catalyst class is: 25.